From a dataset of Full USPTO retrosynthesis dataset with 1.9M reactions from patents (1976-2016). Predict the reactants needed to synthesize the given product. Given the product [Cl:1][C:2]1[CH:7]=[C:6]([C:8]2[C:26]3[O:29][N:24]=[C:11]([NH2:12])[C:10]=3[CH:13]=[CH:14][CH:15]=2)[N:5]=[C:4]2[N:17]([CH3:20])[N:18]=[CH:19][C:3]=12, predict the reactants needed to synthesize it. The reactants are: [Cl:1][C:2]1[CH:7]=[C:6]([C:8]2C(F)=[C:10]([CH:13]=[CH:14][CH:15]=2)[C:11]#[N:12])[N:5]=[C:4]2[N:17]([CH3:20])[N:18]=[CH:19][C:3]=12.C([NH:24]O)(=O)C.[C:26](=[O:29])([O-])[O-].[K+].[K+].